This data is from NCI-60 drug combinations with 297,098 pairs across 59 cell lines. The task is: Regression. Given two drug SMILES strings and cell line genomic features, predict the synergy score measuring deviation from expected non-interaction effect. (1) Drug 1: C1CCC(C1)C(CC#N)N2C=C(C=N2)C3=C4C=CNC4=NC=N3. Drug 2: COC1=C(C=C2C(=C1)N=CN=C2NC3=CC(=C(C=C3)F)Cl)OCCCN4CCOCC4. Cell line: NCI-H226. Synergy scores: CSS=33.3, Synergy_ZIP=-0.564, Synergy_Bliss=5.28, Synergy_Loewe=2.91, Synergy_HSA=7.17. (2) Drug 1: CC1=C(C=C(C=C1)NC2=NC=CC(=N2)N(C)C3=CC4=NN(C(=C4C=C3)C)C)S(=O)(=O)N.Cl. Drug 2: C1=NC2=C(N1)C(=S)N=C(N2)N. Cell line: UO-31. Synergy scores: CSS=32.8, Synergy_ZIP=0.251, Synergy_Bliss=1.92, Synergy_Loewe=-10.1, Synergy_HSA=3.21. (3) Drug 1: C1CCN(CC1)CCOC2=CC=C(C=C2)C(=O)C3=C(SC4=C3C=CC(=C4)O)C5=CC=C(C=C5)O. Drug 2: C(=O)(N)NO. Cell line: U251. Synergy scores: CSS=4.90, Synergy_ZIP=-2.90, Synergy_Bliss=-2.65, Synergy_Loewe=-1.88, Synergy_HSA=-1.91. (4) Drug 1: CCCCCOC(=O)NC1=NC(=O)N(C=C1F)C2C(C(C(O2)C)O)O. Drug 2: C1=CN(C=N1)CC(O)(P(=O)(O)O)P(=O)(O)O. Cell line: ACHN. Synergy scores: CSS=-2.87, Synergy_ZIP=-2.14, Synergy_Bliss=-8.89, Synergy_Loewe=-5.87, Synergy_HSA=-7.51. (5) Drug 1: CCC1(CC2CC(C3=C(CCN(C2)C1)C4=CC=CC=C4N3)(C5=C(C=C6C(=C5)C78CCN9C7C(C=CC9)(C(C(C8N6C)(C(=O)OC)O)OC(=O)C)CC)OC)C(=O)OC)O.OS(=O)(=O)O. Drug 2: C1CCC(C(C1)N)N.C(=O)(C(=O)[O-])[O-].[Pt+4]. Cell line: SR. Synergy scores: CSS=57.6, Synergy_ZIP=4.28, Synergy_Bliss=8.46, Synergy_Loewe=4.13, Synergy_HSA=4.75. (6) Drug 1: CNC(=O)C1=CC=CC=C1SC2=CC3=C(C=C2)C(=NN3)C=CC4=CC=CC=N4. Drug 2: C1=CC(=CC=C1C#N)C(C2=CC=C(C=C2)C#N)N3C=NC=N3. Cell line: DU-145. Synergy scores: CSS=0.873, Synergy_ZIP=0.406, Synergy_Bliss=1.47, Synergy_Loewe=-0.862, Synergy_HSA=-0.834. (7) Drug 1: C1=NC(=NC(=O)N1C2C(C(C(O2)CO)O)O)N. Drug 2: C1C(C(OC1N2C=NC3=C2NC=NCC3O)CO)O. Cell line: U251. Synergy scores: CSS=40.2, Synergy_ZIP=-0.0436, Synergy_Bliss=-3.61, Synergy_Loewe=-6.40, Synergy_HSA=-3.54. (8) Drug 1: CN1CCC(CC1)COC2=C(C=C3C(=C2)N=CN=C3NC4=C(C=C(C=C4)Br)F)OC. Drug 2: C1=NC2=C(N1)C(=S)N=C(N2)N. Cell line: TK-10. Synergy scores: CSS=43.1, Synergy_ZIP=-13.5, Synergy_Bliss=-1.26, Synergy_Loewe=-0.331, Synergy_HSA=2.16.